Dataset: Reaction yield outcomes from USPTO patents with 853,638 reactions. Task: Predict the reaction yield, written as a fraction of the theoretical maximum amount of product (1.0 means a 100% yield; for example, 0.34 means a 34% yield). (1) The reactants are Br[C:2]1[CH:7]=[C:6]([CH:8]([O:11][CH3:12])[O:9][CH3:10])[CH:5]=[CH:4][C:3]=1[F:13].C([Li])CCC.[CH:19](N1CCOCC1)=[O:20].[Cl-].[NH4+]. The catalyst is O1CCCC1.CCCCCC.O. The product is [CH3:10][O:9][CH:8]([O:11][CH3:12])[C:6]1[CH:5]=[CH:4][C:3]([F:13])=[C:2]([CH:7]=1)[CH:19]=[O:20]. The yield is 0.0800. (2) The reactants are N#N.[CH3:3][O:4][C:5](=[O:12])[CH2:6][C:7]1[S:8][CH:9]=[CH:10][CH:11]=1.[Br:13]N1C(=O)CCC1=O. The catalyst is C(Cl)(Cl)Cl.C(O)(=O)C. The product is [CH3:3][O:4][C:5](=[O:12])[CH2:6][C:7]1[S:8][C:9]([Br:13])=[CH:10][CH:11]=1. The yield is 0.810. (3) The reactants are [C:1]([NH:4][C:5]1[S:6][CH:7]=[CH:8][C:9]=1[C:10]([NH2:12])=[O:11])(=[O:3])[CH3:2].C([O-])(=O)C.[Na+].[Br:18]Br. No catalyst specified. The product is [C:1]([NH:4][C:5]1[S:6][C:7]([Br:18])=[CH:8][C:9]=1[C:10]([NH2:12])=[O:11])(=[O:3])[CH3:2]. The yield is 0.138. (4) The reactants are [CH:1]1[CH:2]=[CH:3][C:4]([N:7]2[CH2:12][CH2:11][NH:10][CH2:9][CH2:8]2)=[CH:5][CH:6]=1.CCN(C(C)C)C(C)C.Cl[C:23]([O:25][C:26]1[CH:31]=[CH:30][C:29]([N+:32]([O-:34])=[O:33])=[CH:28][CH:27]=1)=[O:24]. The catalyst is C(Cl)Cl. The product is [C:4]1([N:7]2[CH2:8][CH2:9][N:10]([C:23]([O:25][C:26]3[CH:27]=[CH:28][C:29]([N+:32]([O-:34])=[O:33])=[CH:30][CH:31]=3)=[O:24])[CH2:11][CH2:12]2)[CH:3]=[CH:2][CH:1]=[CH:6][CH:5]=1. The yield is 1.02. (5) The reactants are Br[C:2]1[CH:10]=[C:9]2[C:5]([CH:6]=[CH:7][N:8]2[CH2:11][C:12]2[CH:17]=[CH:16][C:15]([C:18]([CH3:21])([CH3:20])[CH3:19])=[CH:14][CH:13]=2)=[CH:4][CH:3]=1.[F:22][C:23]([F:35])([F:34])[O:24][C:25]1[CH:30]=[CH:29][C:28](B(O)O)=[CH:27][CH:26]=1.C(=O)([O-])[O-].[Na+].[Na+]. The catalyst is O.C(O)C.C1(C)C=CC=CC=1.[Pd].C1(P(C2C=CC=CC=2)C2C=CC=CC=2)C=CC=CC=1.C1(P(C2C=CC=CC=2)C2C=CC=CC=2)C=CC=CC=1.C1(P(C2C=CC=CC=2)C2C=CC=CC=2)C=CC=CC=1.C1(P(C2C=CC=CC=2)C2C=CC=CC=2)C=CC=CC=1. The product is [C:18]([C:15]1[CH:16]=[CH:17][C:12]([CH2:11][N:8]2[C:9]3[C:5](=[CH:4][CH:3]=[C:2]([C:28]4[CH:27]=[CH:26][C:25]([O:24][C:23]([F:22])([F:34])[F:35])=[CH:30][CH:29]=4)[CH:10]=3)[CH:6]=[CH:7]2)=[CH:13][CH:14]=1)([CH3:21])([CH3:20])[CH3:19]. The yield is 0.610.